This data is from Reaction yield outcomes from USPTO patents with 853,638 reactions. The task is: Predict the reaction yield, written as a fraction of the theoretical maximum amount of product (1.0 means a 100% yield; for example, 0.34 means a 34% yield). (1) The reactants are [S:1](=[O:5])(=O)([OH:3])[OH:2].[C:6]1([N:12]2[CH2:16][CH2:15][CH2:14][CH2:13]2)[CH:11]=[CH:10][CH:9]=[CH:8][CH:7]=1. The catalyst is C(OCC)C. The product is [N:12]1([C:6]2[CH:11]=[CH:10][C:9]([S:1]([OH:3])(=[O:5])=[O:2])=[CH:8][CH:7]=2)[CH2:16][CH2:15][CH2:14][CH2:13]1. The yield is 0.430. (2) The reactants are [Si]([N:8]1[C:11](=[O:12])[C@H:10]([CH2:13][C:14]2[CH:19]=[CH:18][N:17]=[C:16]([N:20]([C:28]([O:30][C:31]([CH3:34])([CH3:33])[CH3:32])=[O:29])[C:21]([O:23][C:24]([CH3:27])([CH3:26])[CH3:25])=[O:22])[CH:15]=2)[C@H:9]1[C:35]([O:37][CH2:38][C:39]1[CH:44]=[CH:43][CH:42]=[CH:41][CH:40]=1)=[O:36])(C(C)(C)C)(C)C.[F-].[NH4+].C(O)(=O)C. The catalyst is CO.C(OCC)(=O)C.C(=O)(O)[O-].[Na+]. The product is [C:24]([O:23][C:21]([N:20]([C:28]([O:30][C:31]([CH3:34])([CH3:33])[CH3:32])=[O:29])[C:16]1[CH:15]=[C:14]([CH2:13][C@H:10]2[C:11](=[O:12])[NH:8][C@@H:9]2[C:35]([O:37][CH2:38][C:39]2[CH:40]=[CH:41][CH:42]=[CH:43][CH:44]=2)=[O:36])[CH:19]=[CH:18][N:17]=1)=[O:22])([CH3:26])([CH3:27])[CH3:25]. The yield is 0.690.